From a dataset of Catalyst prediction with 721,799 reactions and 888 catalyst types from USPTO. Predict which catalyst facilitates the given reaction. (1) Reactant: [OH-:1].[K+].[CH2:3]([C:5]1[N:6]([CH3:22])[C:7]2[C:12]([C:13]=1[C:14](=[O:19])C(F)(F)F)=[CH:11][CH:10]=[C:9]([O:20][CH3:21])[CH:8]=2)[CH3:4]. Product: [CH2:3]([C:5]1[N:6]([CH3:22])[C:7]2[C:12]([C:13]=1[C:14]([OH:19])=[O:1])=[CH:11][CH:10]=[C:9]([O:20][CH3:21])[CH:8]=2)[CH3:4]. The catalyst class is: 315. (2) Reactant: [Cl:1][C:2]1[C:3]([NH:29][C:30]2[CH:35]=[CH:34][CH:33]=[CH:32][C:31]=2[S:36]([CH:39]([CH3:41])[CH3:40])(=[O:38])=[O:37])=[N:4][C:5]([NH:8][C:9]2[CH:17]=[C:16]3[C:12]([CH2:13][N:14]([CH:19]4[CH2:24][CH2:23][NH:22][CH2:21][CH2:20]4)[C:15]3=[O:18])=[CH:11][C:10]=2[O:25][CH:26]([CH3:28])[CH3:27])=[N:6][CH:7]=1.C(OC([N:49]1[CH2:52][CH:51]([C:53](O)=[O:54])[CH2:50]1)=O)(C)(C)C.CN(C(ON1N=NC2C=CC=NC1=2)=[N+](C)C)C.F[P-](F)(F)(F)(F)F.CCN(C(C)C)C(C)C. Product: [NH:49]1[CH2:52][CH:51]([C:53]([N:22]2[CH2:21][CH2:20][CH:19]([N:14]3[CH2:13][C:12]4[C:16](=[CH:17][C:9]([NH:8][C:5]5[N:4]=[C:3]([NH:29][C:30]6[CH:35]=[CH:34][CH:33]=[CH:32][C:31]=6[S:36]([CH:39]([CH3:41])[CH3:40])(=[O:38])=[O:37])[C:2]([Cl:1])=[CH:7][N:6]=5)=[C:10]([O:25][CH:26]([CH3:28])[CH3:27])[CH:11]=4)[C:15]3=[O:18])[CH2:24][CH2:23]2)=[O:54])[CH2:50]1. The catalyst class is: 3. (3) Reactant: Cl[C:2]1[N:7]=[C:6]([NH2:8])[N:5]=[C:4]([NH:9][C:10]2[CH:15]=[CH:14][C:13]([O:16][C:17]3[CH:22]=[CH:21][N:20]=[C:19]([C:23]([F:26])([F:25])[F:24])[CH:18]=3)=[CH:12][CH:11]=2)[CH:3]=1.[F:27][C:28]1[CH:33]=[CH:32][C:31](/[CH:34]=[CH:35]/B(O)O)=[CH:30][CH:29]=1.C([O-])([O-])=O.[K+].[K+]. Product: [F:27][C:28]1[CH:33]=[CH:32][C:31](/[CH:34]=[CH:35]/[C:2]2[N:7]=[C:6]([NH2:8])[N:5]=[C:4]([NH:9][C:10]3[CH:15]=[CH:14][C:13]([O:16][C:17]4[CH:22]=[CH:21][N:20]=[C:19]([C:23]([F:26])([F:25])[F:24])[CH:18]=4)=[CH:12][CH:11]=3)[CH:3]=2)=[CH:30][CH:29]=1. The catalyst class is: 80.